From a dataset of Peptide-MHC class I binding affinity with 185,985 pairs from IEDB/IMGT. Regression. Given a peptide amino acid sequence and an MHC pseudo amino acid sequence, predict their binding affinity value. This is MHC class I binding data. The peptide sequence is CTLNKSHLY. The MHC is HLA-A26:01 with pseudo-sequence HLA-A26:01. The binding affinity (normalized) is 0.575.